Dataset: Forward reaction prediction with 1.9M reactions from USPTO patents (1976-2016). Task: Predict the product of the given reaction. (1) The product is: [CH3:8][O:7][C:5](=[O:6])[C:4]1[CH:9]=[CH:10][C:11]([N+:12]([O-:14])=[O:13])=[C:2]([O:1][CH2:16][CH3:17])[CH:3]=1. Given the reactants [OH:1][C:2]1[CH:3]=[C:4]([CH:9]=[CH:10][C:11]=1[N+:12]([O-:14])=[O:13])[C:5]([O:7][CH3:8])=[O:6].Br[CH2:16][CH3:17].C(=O)([O-])[O-].[K+].[K+], predict the reaction product. (2) Given the reactants [CH:1]([CH:3]=O)=[O:2].[CH2:5]([NH:12][N:13]=[CH:14][C:15](=[O:17])[CH3:16])[C:6]1[CH:11]=[CH:10][CH:9]=[CH:8][CH:7]=1, predict the reaction product. The product is: [CH2:5]([N:12]1[CH:16]=[C:15]([OH:17])[C:14]([C:1](=[O:2])[CH3:3])=[N:13]1)[C:6]1[CH:11]=[CH:10][CH:9]=[CH:8][CH:7]=1. (3) Given the reactants [N:1]1[CH:6]=[CH:5][CH:4]=[CH:3][C:2]=1[CH2:7][C@@:8]12[CH2:34][CH2:33][C:28]3([O:32][CH2:31][CH2:30][O:29]3)[CH2:27][C@H:9]1[CH2:10][CH2:11][CH2:12][C:13]1[CH:18]=[C:17](/[CH:19]=C/C3C=CC=CC=3)[N:16]=[CH:15][C:14]=12.[O:35]1CCOCC1.CC1C=CC=C(C)N=1.I([O-])(=O)(=O)=O.[Na+], predict the reaction product. The product is: [N:1]1[CH:6]=[CH:5][CH:4]=[CH:3][C:2]=1[CH2:7][C:8]12[CH2:34][CH2:33][C:28]3([O:32][CH2:31][CH2:30][O:29]3)[CH2:27][CH:9]1[CH2:10][CH2:11][CH2:12][C:13]1[CH:18]=[C:17]([CH:19]=[O:35])[N:16]=[CH:15][C:14]=12. (4) Given the reactants [C:1]1([N:7]=[C:8]([S:11][CH2:12][C:13]2[CH:18]=[CH:17][CH:16]=[CH:15][CH:14]=2)[C:9]#[CH:10])[CH:6]=[CH:5][CH:4]=[CH:3][CH:2]=1.[F:19][C:20]1[CH:27]=[CH:26][C:23]([CH2:24][SH:25])=[CH:22][CH:21]=1.CC(C)([O-])C.[K+], predict the reaction product. The product is: [F:19][C:20]1[CH:27]=[CH:26][C:23]([CH2:24][S:25][CH:10]=[CH:9][C:8](=[N:7][C:1]2[CH:2]=[CH:3][CH:4]=[CH:5][CH:6]=2)[S:11][CH2:12][C:13]2[CH:18]=[CH:17][CH:16]=[CH:15][CH:14]=2)=[CH:22][CH:21]=1. (5) Given the reactants [O:1]1[CH:5]=[C:4]([C:6]([OH:8])=O)[N:3]=[CH:2]1.C(Cl)(=O)C(Cl)=O.[NH2:15][C:16]1[N:45]=[C:19]2[CH:20]=[CH:21][C:22]([O:24][C:25]3[CH:26]=[C:27]([NH:31][C:32](=[O:44])[C:33]4[CH:38]=[CH:37][CH:36]=[C:35]([C:39]([C:42]#[N:43])([CH3:41])[CH3:40])[CH:34]=4)[CH:28]=[CH:29][CH:30]=3)=[CH:23][N:18]2[N:17]=1.C(=O)([O-])O.[Na+], predict the reaction product. The product is: [C:42]([C:39]([C:35]1[CH:34]=[C:33]([C:32]([NH:31][C:27]2[CH:26]=[C:25]([CH:30]=[CH:29][CH:28]=2)[O:24][C:22]2[CH:21]=[CH:20][C:19]3[N:18]([N:17]=[C:16]([NH:15][C:6]([C:4]4[N:3]=[CH:2][O:1][CH:5]=4)=[O:8])[N:45]=3)[CH:23]=2)=[O:44])[CH:38]=[CH:37][CH:36]=1)([CH3:41])[CH3:40])#[N:43]. (6) Given the reactants [NH2:1][C:2]1[O:6][N:5]=[C:4]([CH3:7])[C:3]=1[Br:8].[Cl:9][C:10]1[CH:15]=[CH:14][C:13]([S:16](Cl)(=[O:18])=[O:17])=[CH:12][CH:11]=1, predict the reaction product. The product is: [Cl:9][C:10]1[CH:15]=[CH:14][C:13]([S:16]([NH:1][C:2]2[O:6][N:5]=[C:4]([CH3:7])[C:3]=2[Br:8])(=[O:18])=[O:17])=[CH:12][CH:11]=1. (7) Given the reactants [NH2:1][C:2]1[CH:11]=[C:10]([C:12]2[CH:17]=[CH:16][CH:15]=[CH:14][CH:13]=2)[C:9]2[C:4](=[CH:5][C:6]([S:18][C:19]3[CH:20]=[C:21]([C:25]([OH:30])([CH2:28][CH3:29])[CH2:26][CH3:27])[CH:22]=[CH:23][CH:24]=3)=[CH:7][CH:8]=2)[N:3]=1.Cl[CH2:32][CH:33]=O.C(=O)(O)[O-].[Na+].O, predict the reaction product. The product is: [C:12]1([C:10]2[C:9]3[C:4](=[CH:5][C:6]([S:18][C:19]4[CH:20]=[C:21]([C:25]([OH:30])([CH2:28][CH3:29])[CH2:26][CH3:27])[CH:22]=[CH:23][CH:24]=4)=[CH:7][CH:8]=3)[N:3]3[CH:32]=[CH:33][N:1]=[C:2]3[CH:11]=2)[CH:13]=[CH:14][CH:15]=[CH:16][CH:17]=1. (8) Given the reactants [NH2:1][C@H:2]([C:23]1[CH:28]=[CH:27][CH:26]=[CH:25][CH:24]=1)[CH2:3][CH2:4][N:5]1[CH2:10][CH2:9][CH:8]([C:11]2[CH:12]=[C:13]([NH:17][C:18](=[O:22])[CH:19]([CH3:21])[CH3:20])[CH:14]=[CH:15][CH:16]=2)[CH2:7][CH2:6]1.[Cl:29][C:30]1[CH:35]=[CH:34][CH:33]=[C:32]([F:36])[C:31]=1[C:37]1[C:41]([C:42](Cl)=[O:43])=[C:40]([CH3:45])[O:39][N:38]=1, predict the reaction product. The product is: [Cl:29][C:30]1[CH:35]=[CH:34][CH:33]=[C:32]([F:36])[C:31]=1[C:37]1[C:41]([C:42]([NH:1][C@H:2]([C:23]2[CH:24]=[CH:25][CH:26]=[CH:27][CH:28]=2)[CH2:3][CH2:4][N:5]2[CH2:10][CH2:9][CH:8]([C:11]3[CH:16]=[CH:15][CH:14]=[C:13]([NH:17][C:18](=[O:22])[CH:19]([CH3:21])[CH3:20])[CH:12]=3)[CH2:7][CH2:6]2)=[O:43])=[C:40]([CH3:45])[O:39][N:38]=1. (9) Given the reactants Br[C:2]1[S:6][C:5]([C@:7]2([CH3:18])[CH2:12][C@@H:11]([C:13]([F:16])([F:15])[F:14])[O:10][C:9]([NH2:17])=[N:8]2)=[C:4]([Cl:19])[CH:3]=1.[C:20]([C:22]1[CH:23]=[C:24](B(O)O)[CH:25]=[N:26][CH:27]=1)#[N:21].O, predict the reaction product. The product is: [NH2:17][C:9]1[O:10][C@H:11]([C:13]([F:16])([F:15])[F:14])[CH2:12][C@:7]([C:5]2[S:6][C:2]([C:24]3[CH:25]=[N:26][CH:27]=[C:22]([CH:23]=3)[C:20]#[N:21])=[CH:3][C:4]=2[Cl:19])([CH3:18])[N:8]=1. (10) Given the reactants CC(C)([O-])C.[K+].[O:7]=[C:8]1[C:16]2[C:11](=[N:12][C:13]([CH:17]=O)=[CH:14][CH:15]=2)[CH2:10][O:9]1.[NH4+].[Cl-].C1[CH2:25][O:24][CH2:23]C1, predict the reaction product. The product is: [CH3:23][O:24]/[CH:25]=[CH:17]/[C:13]1[N:12]=[C:11]2[CH2:10][O:9][C:8](=[O:7])[C:16]2=[CH:15][CH:14]=1.[CH3:23][O:24]/[CH:25]=[CH:17]\[C:13]1[N:12]=[C:11]2[CH2:10][O:9][C:8](=[O:7])[C:16]2=[CH:15][CH:14]=1.